This data is from Catalyst prediction with 721,799 reactions and 888 catalyst types from USPTO. The task is: Predict which catalyst facilitates the given reaction. (1) Reactant: FC(F)(F)C(O)=O.C(OC(=O)[NH:14][CH:15]1[CH2:19][CH2:18][N:17]([C:20]([C:22]2[S:23][C:24]3[C:33]4[N:32]=[C:31]([NH:34][C:35]5[CH:40]=[CH:39][CH:38]=[C:37]([S:41](=[O:44])(=[O:43])[NH2:42])[CH:36]=5)[N:30]=[CH:29][C:28]=4[CH:27]=[CH:26][C:25]=3[N:45]=2)=[O:21])[CH2:16]1)(C)(C)C. Product: [NH2:14][CH:15]1[CH2:19][CH2:18][N:17]([C:20]([C:22]2[S:23][C:24]3[C:33]4[N:32]=[C:31]([NH:34][C:35]5[CH:36]=[C:37]([S:41]([NH2:42])(=[O:43])=[O:44])[CH:38]=[CH:39][CH:40]=5)[N:30]=[CH:29][C:28]=4[CH:27]=[CH:26][C:25]=3[N:45]=2)=[O:21])[CH2:16]1. The catalyst class is: 4. (2) Reactant: [F:1][C:2]1[CH:27]=[C:26]([F:28])[CH:25]=[CH:24][C:3]=1[CH2:4][O:5][C:6]1[CH:11]=[C:10]([CH3:12])[N:9]([C:13]2[CH:14]=[C:15]([CH:20]=[CH:21][CH:22]=2)[C:16]([O:18][CH3:19])=[O:17])[C:8](=[O:23])[CH:7]=1.[Br:29]N1C(=O)CCC1=O. Product: [Br:29][C:7]1[C:8](=[O:23])[N:9]([C:13]2[CH:14]=[C:15]([CH:20]=[CH:21][CH:22]=2)[C:16]([O:18][CH3:19])=[O:17])[C:10]([CH3:12])=[CH:11][C:6]=1[O:5][CH2:4][C:3]1[CH:24]=[CH:25][C:26]([F:28])=[CH:27][C:2]=1[F:1]. The catalyst class is: 10. (3) Reactant: [CH3:1][C:2]1([CH3:28])[CH2:11][C:10]2[C:5](=[CH:6][CH:7]=[C:8]([C:12]([OH:14])=O)[CH:9]=2)[NH:4][CH:3]1[C:15]1[CH:20]=[C:19]([N:21]2[CH2:26][CH2:25][O:24][CH2:23][CH2:22]2)[CH:18]=[C:17]([CH3:27])[CH:16]=1.[CH3:29][S:30]([NH2:33])(=[O:32])=[O:31]. Product: [CH3:28][C:2]1([CH3:1])[CH2:11][C:10]2[C:5](=[CH:6][CH:7]=[C:8]([C:12]([NH:33][S:30]([CH3:29])(=[O:32])=[O:31])=[O:14])[CH:9]=2)[NH:4][CH:3]1[C:15]1[CH:20]=[C:19]([N:21]2[CH2:22][CH2:23][O:24][CH2:25][CH2:26]2)[CH:18]=[C:17]([CH3:27])[CH:16]=1. The catalyst class is: 119. (4) Reactant: ClC(Cl)(Cl)C([NH:5][C:6]([NH:8][C:9]1[CH:10]=[C:11]2[CH:20]=[CH:19][CH:18]=[C:17]3[C:12]2=[C:13]([CH:28]=1)[C:14](=[O:27])[N:15]([CH2:22][CH2:23][N:24]([CH3:26])[CH3:25])[C:16]3=[O:21])=[O:7])=O.C([O-])([O-])=O.[K+].[K+].CO. Product: [CH3:25][N:24]([CH3:26])[CH2:23][CH2:22][N:15]1[C:14](=[O:27])[C:13]2[CH:28]=[C:9]([NH:8][C:6]([NH2:5])=[O:7])[CH:10]=[C:11]3[C:12]=2[C:17](=[CH:18][CH:19]=[CH:20]3)[C:16]1=[O:21]. The catalyst class is: 6. (5) Reactant: [CH2:1]([O:7][C:8]1[CH:13]=[C:12]([C:14]2[O:15][C:16]3[CH:22]=[CH:21][CH:20]=[C:19]([CH3:23])[C:17]=3[N:18]=2)[C:11]([O:24][CH2:25][CH2:26][CH2:27][CH2:28][CH2:29][CH3:30])=[CH:10][C:9]=1[C:31]1[O:32][C:33]2[CH:39]=[CH:38][C:37]([C:40]([CH3:43])([CH3:42])[CH3:41])=[CH:36][C:34]=2[N:35]=1)[CH2:2][CH2:3][CH2:4][CH2:5][CH3:6].[Br:44]N1C(=O)CCC1=O.CC(N=NC(C#N)(C)C)(C#N)C. Product: [Br:44][CH2:23][C:19]1[C:17]2[N:18]=[C:14]([C:12]3[CH:13]=[C:8]([O:7][CH2:1][CH2:2][CH2:3][CH2:4][CH2:5][CH3:6])[C:9]([C:31]4[O:32][C:33]5[CH:39]=[CH:38][C:37]([C:40]([CH3:41])([CH3:43])[CH3:42])=[CH:36][C:34]=5[N:35]=4)=[CH:10][C:11]=3[O:24][CH2:25][CH2:26][CH2:27][CH2:28][CH2:29][CH3:30])[O:15][C:16]=2[CH:22]=[CH:21][CH:20]=1. The catalyst class is: 53. (6) Reactant: [F:8][C:7]([F:10])([F:9])[C:6](O[C:6](=[O:11])[C:7]([F:10])([F:9])[F:8])=[O:11].Cl.[N+:15]([C:18]1[CH:19]=[C:20]2[C:24](=[CH:25][CH:26]=1)[CH2:23][CH:22]([NH2:27])[CH2:21]2)([O-:17])=[O:16].C(N(CC)CC)C. Product: [F:10][C:7]([F:8])([F:9])[C:6]([NH:27][CH:22]1[CH2:21][C:20]2[C:24](=[CH:25][CH:26]=[C:18]([N+:15]([O-:17])=[O:16])[CH:19]=2)[CH2:23]1)=[O:11]. The catalyst class is: 2.